This data is from Catalyst prediction with 721,799 reactions and 888 catalyst types from USPTO. The task is: Predict which catalyst facilitates the given reaction. Reactant: [Br:1]Br.[C:3]([C:6]12[CH2:18][CH2:17][CH2:16][CH2:15][CH:14]1[C:13]1[C:8](=[CH:9][CH:10]=[CH:11][CH:12]=1)[C:7]2=[O:19])(=[O:5])[CH3:4]. Product: [Br:1][CH2:4][C:3]([C:6]12[CH2:18][CH2:17][CH2:16][CH2:15][CH:14]1[C:13]1[C:8](=[CH:9][CH:10]=[CH:11][CH:12]=1)[C:7]2=[O:19])=[O:5]. The catalyst class is: 5.